This data is from NCI-60 drug combinations with 297,098 pairs across 59 cell lines. The task is: Regression. Given two drug SMILES strings and cell line genomic features, predict the synergy score measuring deviation from expected non-interaction effect. Drug 1: C1=CC(=CC=C1C#N)C(C2=CC=C(C=C2)C#N)N3C=NC=N3. Drug 2: C(CN)CNCCSP(=O)(O)O. Cell line: HT29. Synergy scores: CSS=-7.98, Synergy_ZIP=2.90, Synergy_Bliss=-1.56, Synergy_Loewe=-4.08, Synergy_HSA=-6.45.